From a dataset of Full USPTO retrosynthesis dataset with 1.9M reactions from patents (1976-2016). Predict the reactants needed to synthesize the given product. (1) Given the product [NH2:37][CH2:38][CH2:39][O:40][CH2:41][CH2:42][O:43][CH2:44][CH2:45][O:46][CH2:47][CH2:48][O:49][CH2:50][CH2:51][C:52]([N:28]1[CH2:29][CH2:30][C:25]([CH2:24][N:22]2[CH:23]=[C:19]([C:16]3[S:15][C:14]([C:12]([NH:11][CH2:10][C:7]4[CH:8]=[CH:9][N:4]5[CH:3]=[CH:2][N:1]=[C:5]5[CH:6]=4)=[O:13])=[CH:18][CH:17]=3)[CH:20]=[N:21]2)([CH3:31])[CH2:26][CH2:27]1)=[O:53], predict the reactants needed to synthesize it. The reactants are: [N:1]1[CH:2]=[CH:3][N:4]2[CH:9]=[CH:8][C:7]([CH2:10][NH:11][C:12]([C:14]3[S:15][C:16]([C:19]4[CH:20]=[N:21][N:22]([CH2:24][C:25]5([CH3:31])[CH2:30][CH2:29][NH:28][CH2:27][CH2:26]5)[CH:23]=4)=[CH:17][CH:18]=3)=[O:13])=[CH:6][C:5]=12.CC(C)(OC(=O)[NH:37][CH2:38][CH2:39][O:40][CH2:41][CH2:42][O:43][CH2:44][CH2:45][O:46][CH2:47][CH2:48][O:49][CH2:50][CH2:51][C:52](O)=[O:53])C.CN(C(ON1N=NC2C=CC=NC1=2)=[N+](C)C)C.F[P-](F)(F)(F)(F)F.CN1CCOCC1. (2) Given the product [CH:3]1([C:4]#[C:5][C:6]#[C:7][Si:9]([CH3:12])([CH3:11])[CH3:10])[CH2:14][CH2:13][CH2:2]1, predict the reactants needed to synthesize it. The reactants are: N1[CH2:6][CH2:5][CH2:4][CH2:3][CH2:2]1.[C:7]([Si:9]([CH3:12])([CH3:11])[CH3:10])#C.[CH3:13][C:14](OC)(C)C.